From a dataset of CYP1A2 inhibition data for predicting drug metabolism from PubChem BioAssay. Regression/Classification. Given a drug SMILES string, predict its absorption, distribution, metabolism, or excretion properties. Task type varies by dataset: regression for continuous measurements (e.g., permeability, clearance, half-life) or binary classification for categorical outcomes (e.g., BBB penetration, CYP inhibition). Dataset: cyp1a2_veith. (1) The drug is Cc1ccc2nc(SCC(=O)c3ccc4c(c3)OCO4)[nH]c2c1. The result is 1 (inhibitor). (2) The drug is Cc1ccccc1NC(=S)NC(=O)c1cc(-c2ccccc2)nc2ccccc12. The result is 1 (inhibitor). (3) The compound is O=C(Nc1ccc(-c2cc3ccccc3oc2=O)c(Cl)c1)c1cccnc1. The result is 0 (non-inhibitor).